Dataset: CYP2C19 inhibition data for predicting drug metabolism from PubChem BioAssay. Task: Regression/Classification. Given a drug SMILES string, predict its absorption, distribution, metabolism, or excretion properties. Task type varies by dataset: regression for continuous measurements (e.g., permeability, clearance, half-life) or binary classification for categorical outcomes (e.g., BBB penetration, CYP inhibition). Dataset: cyp2c19_veith. (1) The molecule is CSc1ccc(Cl)c(C(=O)NCCOc2cc(C)ccc2C(C)C)c1. The result is 1 (inhibitor). (2) The drug is CC(=O)OCC(=O)[C@@]1(O)CC[C@@H]2[C@H]3CCC4=CC(=O)C=C[C@]4(C)[C@]3(F)[C@@H](O)C[C@@]21C. The result is 0 (non-inhibitor). (3) The compound is O=C(O)CSc1nnc2c3ccccc3c3ccccc3c2n1. The result is 0 (non-inhibitor).